From a dataset of Forward reaction prediction with 1.9M reactions from USPTO patents (1976-2016). Predict the product of the given reaction. (1) Given the reactants FC(F)(F)S([O-])(=O)=O.[Mg+2].FC(F)(F)S([O-])(=O)=O.[O:18]1[CH2:20][C@H:19]1[C:21]([O:23][CH3:24])=[O:22].[Si:25]([O:42][CH2:43][CH2:44][OH:45])([C:38]([CH3:41])([CH3:40])[CH3:39])([C:32]1[CH:37]=[CH:36][CH:35]=[CH:34][CH:33]=1)[C:26]1[CH:31]=[CH:30][CH:29]=[CH:28][CH:27]=1, predict the reaction product. The product is: [Si:25]([O:42][CH2:43][CH2:44][O:45][CH2:20][C@H:19]([OH:18])[C:21]([O:23][CH3:24])=[O:22])([C:38]([CH3:40])([CH3:41])[CH3:39])([C:32]1[CH:33]=[CH:34][CH:35]=[CH:36][CH:37]=1)[C:26]1[CH:27]=[CH:28][CH:29]=[CH:30][CH:31]=1. (2) Given the reactants [CH2:1]([N:8](CC1C=CC=CC=1)[C:9]1([CH2:13][NH:14][C:15]2[C:24]3[C:19](=[CH:20][CH:21]=[C:22]([CH3:25])[CH:23]=3)[N:18]=[C:17]([N:26]3[CH2:32][C:31]4[CH:33]=[CH:34][CH:35]=[CH:36][C:30]=4[S:29](=[O:38])(=[O:37])[CH2:28][CH2:27]3)[N:16]=2)[CH2:12]OC1)[C:2]1[CH:7]=[CH:6][CH:5]=[CH:4][CH:3]=1.ClC1N=C(Cl)C2[C:49](=[CH:50]C=C(C)C=2)N=1.S1C2C=CC=CC=2CNCC1, predict the reaction product. The product is: [CH2:1]([NH:8][C:9]1([CH2:13][NH:14][C:15]2[C:24]3[C:19](=[CH:20][CH:21]=[C:22]([CH3:25])[CH:23]=3)[N:18]=[C:17]([N:26]3[CH2:32][C:31]4[CH:33]=[CH:34][CH:35]=[CH:36][C:30]=4[S:29](=[O:37])(=[O:38])[CH2:28][CH2:27]3)[N:16]=2)[CH2:50][CH2:49][CH2:12]1)[C:2]1[CH:7]=[CH:6][CH:5]=[CH:4][CH:3]=1. (3) Given the reactants [CH:1]([C:3]1[CH:11]=[CH:10][CH:9]=[CH:8][C:4]=1[C:5]([OH:7])=[O:6])=O.C1(P(C2C=CC=CC=2)(C2C=CC=CC=2)=[C:19]([CH3:25])[C:20]([O:22][CH2:23][CH3:24])=[O:21])C=CC=CC=1, predict the reaction product. The product is: [CH2:23]([O:22][C:20]([C:19]([CH3:25])=[CH:1][C:3]1[CH:11]=[CH:10][CH:9]=[CH:8][C:4]=1[C:5]([OH:7])=[O:6])=[O:21])[CH3:24]. (4) Given the reactants [CH3:1][C:2]1[CH:7]=[C:6]([CH3:8])[N:5]=[CH:4][C:3]=1[CH2:9][NH:10][C:11]([C:13]1[CH:17]=[C:16]([NH:18][C:19](=[O:29])[C:20]2[CH:25]=[C:24]([F:26])[C:23]([F:27])=[CH:22][C:21]=2[Cl:28])[NH:15][N:14]=1)=[O:12].O1CCCC1.[ClH:35].C(OCC)(=O)C, predict the reaction product. The product is: [ClH:28].[ClH:35].[CH3:1][C:2]1[CH:7]=[C:6]([CH3:8])[N:5]=[CH:4][C:3]=1[CH2:9][NH:10][C:11]([C:13]1[CH:17]=[C:16]([NH:18][C:19](=[O:29])[C:20]2[CH:25]=[C:24]([F:26])[C:23]([F:27])=[CH:22][C:21]=2[Cl:28])[NH:15][N:14]=1)=[O:12]. (5) Given the reactants O=[C:2]([CH3:15])[CH2:3][S:4][C:5]1[CH:6]=[C:7]([CH2:11][C:12]([OH:14])=[O:13])[CH:8]=[CH:9][CH:10]=1.Cl.[Cl:17][C:18]1[CH:19]=[C:20]([NH:24]N)[CH:21]=[CH:22][CH:23]=1, predict the reaction product. The product is: [Cl:17][C:18]1[CH:19]=[C:20]2[C:21]([C:3]([S:4][C:5]3[CH:6]=[C:7]([CH2:11][C:12]([OH:14])=[O:13])[CH:8]=[CH:9][CH:10]=3)=[C:2]([CH3:15])[NH:24]2)=[CH:22][CH:23]=1. (6) Given the reactants Br[C:2]1[CH:3]=[C:4]2[C:9](=[CH:10][CH:11]=1)[N:8]=[C:7]([C:12]1[CH:17]=[CH:16][CH:15]=[C:14]([Cl:18])[CH:13]=1)[N:6]([CH2:19][C:20]([NH:22][CH:23]([CH3:25])[CH3:24])=[O:21])[C:5]2=[O:26].[CH3:27][C:28]1([CH3:44])[C:32]([CH3:34])([CH3:33])[O:31][B:30]([B:30]2[O:31][C:32]([CH3:34])([CH3:33])[C:28]([CH3:44])([CH3:27])[O:29]2)[O:29]1.C([O-])(=O)C.[K+], predict the reaction product. The product is: [Cl:18][C:14]1[CH:13]=[C:12]([C:7]2[N:6]([CH2:19][C:20]([NH:22][CH:23]([CH3:25])[CH3:24])=[O:21])[C:5](=[O:26])[C:4]3[C:9](=[CH:10][CH:11]=[C:2]([B:30]4[O:31][C:32]([CH3:34])([CH3:33])[C:28]([CH3:44])([CH3:27])[O:29]4)[CH:3]=3)[N:8]=2)[CH:17]=[CH:16][CH:15]=1. (7) Given the reactants S(O)(O)(=O)=O.[C:6](SC)(=[NH:8])[NH2:7].CSC(=N)N.[CH3:16][C@@H:17]1[O:22][C@H:21]([CH3:23])[CH2:20][NH:19][CH2:18]1.O.O.[Cl-].[Ba+2].[Cl-], predict the reaction product. The product is: [CH3:23][C@H:21]1[O:22][C@@H:17]([CH3:16])[CH2:18][N:19]([C:6](=[NH:7])[NH2:8])[CH2:20]1. (8) Given the reactants FC(F)(F)C(O)=O.[F:8][C:9]1[CH:10]=[CH:11][C:12]2[N:13]([C:15]([C:18]3[N:23]=[C:22]([NH:24][C@@H:25]4[CH2:30][CH2:29][CH2:28][N:27](C(OC(C)(C)C)=O)[CH2:26]4)[C:21]([N+:38]([O-:40])=[O:39])=[CH:20][N:19]=3)=[CH:16][N:17]=2)[CH:14]=1, predict the reaction product. The product is: [F:8][C:9]1[CH:10]=[CH:11][C:12]2[N:13]([C:15]([C:18]3[N:23]=[C:22]([NH:24][C@@H:25]4[CH2:30][CH2:29][CH2:28][NH:27][CH2:26]4)[C:21]([N+:38]([O-:40])=[O:39])=[CH:20][N:19]=3)=[CH:16][N:17]=2)[CH:14]=1.